This data is from Forward reaction prediction with 1.9M reactions from USPTO patents (1976-2016). The task is: Predict the product of the given reaction. (1) Given the reactants [C:1]12([C:11](=[O:23])[CH2:12][S:13][C:14]3[N:19]=[CH:18][C:17]([C:20]([OH:22])=O)=[CH:16][CH:15]=3)[CH2:10][CH:5]3[CH2:6][CH:7]([CH2:9][CH:3]([CH2:4]3)[CH2:2]1)[CH2:8]2.[CH3:24][NH2:25], predict the reaction product. The product is: [C:1]12([C:11](=[O:23])[CH2:12][S:13][C:14]3[CH:15]=[CH:16][C:17]([C:20]([NH:25][CH3:24])=[O:22])=[CH:18][N:19]=3)[CH2:8][CH:7]3[CH2:6][CH:5]([CH2:4][CH:3]([CH2:9]3)[CH2:2]1)[CH2:10]2. (2) The product is: [F:12][C:3]1[CH:4]=[C:5]2[C:9](=[CH:10][C:2]=1[NH:1][CH2:18][C:17]1[CH:20]=[CH:21][C:14]([F:13])=[CH:15][CH:16]=1)[NH:8][C:7](=[O:11])[CH2:6]2. Given the reactants [NH2:1][C:2]1[CH:10]=[C:9]2[C:5]([CH2:6][C:7](=[O:11])[NH:8]2)=[CH:4][C:3]=1[F:12].[F:13][C:14]1[CH:21]=[CH:20][C:17]([CH:18]=O)=[CH:16][CH:15]=1.[BH4-].[Na+].O, predict the reaction product. (3) Given the reactants [CH3:1]/[CH:2]=[C:3]1/[C:4]([NH:6][C@@H:7]([CH:34]([CH3:36])[CH3:35])[C:8]([O:10][C@H:11](/[CH:29]=[CH:30]/[CH2:31][CH2:32][SH:33])[CH2:12][C:13]([CH2:15][C@H:16]([CH:26]([CH3:28])[CH3:27])[C:17]([NH:19][C@H:20]([CH2:24][SH:25])[C:21]([NH:23]/1)=[O:22])=[O:18])=[O:14])=[O:9])=[O:5].[CH2:37]([OH:48])[C@H:38]([C@H:40]([C@@H:42]([C@@H:44]([CH2:46][OH:47])[OH:45])[OH:43])[OH:41])[OH:39], predict the reaction product. The product is: [CH3:1]/[CH:2]=[C:3]1/[C:4]([NH:6][C@@H:7]([CH:34]([CH3:36])[CH3:35])[C:8]([O:10][C@H:11](/[CH:29]=[CH:30]/[CH2:31][CH2:32][SH:33])[CH2:12][C:13]([CH2:15][C@H:16]([CH:26]([CH3:27])[CH3:28])[C:17]([NH:19][C@H:20]([CH2:24][SH:25])[C:21]([NH:23]/1)=[O:22])=[O:18])=[O:14])=[O:9])=[O:5].[CH2:46]([OH:47])[C@H:44]([C@H:42]([C@@H:40]([C@@H:38]([CH2:37][OH:48])[OH:39])[OH:41])[OH:43])[OH:45]. (4) Given the reactants [CH2:1]([CH:3]1[CH2:18][C:7]2[S:8][C:9]([NH2:17])=[C:10]([C:11]3[S:12][CH:13]=[C:14]([CH3:16])[N:15]=3)[C:6]=2[CH2:5][CH2:4]1)[CH3:2].[C:19]12[C:27](=[O:28])[O:26][C:24](=[O:25])[C:20]=1[CH2:21][CH2:22][CH2:23]2, predict the reaction product. The product is: [CH2:1]([CH:3]1[CH2:18][C:7]2[S:8][C:9]([NH:17][C:27]([C:19]3[CH2:23][CH2:22][CH2:21][C:20]=3[C:24]([OH:26])=[O:25])=[O:28])=[C:10]([C:11]3[S:12][CH:13]=[C:14]([CH3:16])[N:15]=3)[C:6]=2[CH2:5][CH2:4]1)[CH3:2]. (5) Given the reactants [C:1]([C:5]1[C:6]([NH2:11])=[N:7][NH:8][C:9]=1[NH2:10])([CH3:4])([CH3:3])[CH3:2].CN(C)[CH:14]=[CH:15][CH:16]=O, predict the reaction product. The product is: [C:1]([C:5]1[C:6]([NH2:11])=[N:7][N:8]2[CH:16]=[CH:15][CH:14]=[N:10][C:9]=12)([CH3:4])([CH3:2])[CH3:3].